From a dataset of Reaction yield outcomes from USPTO patents with 853,638 reactions. Predict the reaction yield, written as a fraction of the theoretical maximum amount of product (1.0 means a 100% yield; for example, 0.34 means a 34% yield). (1) The reactants are C(OC([NH:8][CH:9]([C:40]([NH:42][CH3:43])=[O:41])[CH2:10][N:11]1[CH:15]([CH3:16])[C:14]2[CH:17]=[C:18]([C:21]3[C:29]4[C:24](=[CH:25][C:26]([F:30])=[CH:27][CH:28]=4)[N:23](C(OC(C)(C)C)=O)[CH:22]=3)[CH:19]=[CH:20][C:13]=2[S:12]1(=[O:39])=[O:38])=O)(C)(C)C. The catalyst is Cl.CCOC(C)=O. The product is [NH2:8][CH:9]([CH2:10][N:11]1[CH:15]([CH3:16])[C:14]2[CH:17]=[C:18]([C:21]3[C:29]4[C:24](=[CH:25][C:26]([F:30])=[CH:27][CH:28]=4)[NH:23][CH:22]=3)[CH:19]=[CH:20][C:13]=2[S:12]1(=[O:38])=[O:39])[C:40]([NH:42][CH3:43])=[O:41]. The yield is 0.340. (2) The reactants are O.[OH-].[Li+].C[O:5][C:6](=[O:37])[CH2:7][C:8]1[C:17]([CH3:18])=[C:16]([C:19]2[CH:24]=[CH:23][C:22]([S:25](=[O:35])(=[O:34])[NH:26][C:27]3[CH:32]=[CH:31][C:30]([F:33])=[CH:29][CH:28]=3)=[CH:21][CH:20]=2)[C:15]2[C:10](=[CH:11][CH:12]=[C:13]([Cl:36])[CH:14]=2)[CH:9]=1.C1COCC1.O. The catalyst is CCCCCC. The product is [Cl:36][C:13]1[CH:14]=[C:15]2[C:10](=[CH:11][CH:12]=1)[CH:9]=[C:8]([CH2:7][C:6]([OH:37])=[O:5])[C:17]([CH3:18])=[C:16]2[C:19]1[CH:20]=[CH:21][C:22]([S:25](=[O:34])(=[O:35])[NH:26][C:27]2[CH:32]=[CH:31][C:30]([F:33])=[CH:29][CH:28]=2)=[CH:23][CH:24]=1. The yield is 0.880.